This data is from NCI-60 drug combinations with 297,098 pairs across 59 cell lines. The task is: Regression. Given two drug SMILES strings and cell line genomic features, predict the synergy score measuring deviation from expected non-interaction effect. Drug 1: C1CN1P(=S)(N2CC2)N3CC3. Drug 2: C1C(C(OC1N2C=NC3=C(N=C(N=C32)Cl)N)CO)O. Cell line: HOP-62. Synergy scores: CSS=52.5, Synergy_ZIP=0.485, Synergy_Bliss=-0.314, Synergy_Loewe=-38.3, Synergy_HSA=1.13.